This data is from Forward reaction prediction with 1.9M reactions from USPTO patents (1976-2016). The task is: Predict the product of the given reaction. (1) Given the reactants [CH:1]1([CH:5]([NH2:21])[CH2:6][C:7]2[CH:12]=[CH:11][C:10]([O:13][CH3:14])=[C:9]([O:15][CH2:16][CH2:17][CH2:18][O:19][CH3:20])[CH:8]=2)[CH2:4][CH2:3][CH2:2]1.[CH:22](O)=[O:23], predict the reaction product. The product is: [CH:1]1([CH:5]([NH:21][CH:22]=[O:23])[CH2:6][C:7]2[CH:12]=[CH:11][C:10]([O:13][CH3:14])=[C:9]([O:15][CH2:16][CH2:17][CH2:18][O:19][CH3:20])[CH:8]=2)[CH2:4][CH2:3][CH2:2]1. (2) Given the reactants [Cl:1][C:2]1[CH:3]=[CH:4][C:5]([CH:8]([OH:13])[C:9]([F:12])([F:11])[F:10])=[N:6][CH:7]=1.CC(OI1(OC(C)=O)(OC(C)=O)OC(=O)C2C1=CC=CC=2)=O, predict the reaction product. The product is: [Cl:1][C:2]1[CH:3]=[CH:4][C:5]([C:8](=[O:13])[C:9]([F:10])([F:11])[F:12])=[N:6][CH:7]=1.